From a dataset of Catalyst prediction with 721,799 reactions and 888 catalyst types from USPTO. Predict which catalyst facilitates the given reaction. (1) Reactant: [CH3:1][O:2][C:3]1[CH:4]=[C:5]2[C:10](=[CH:11][C:12]=1[O:13][CH3:14])[N:9]=[CH:8][CH:7]=[C:6]2[O:15][C:16]1[CH:22]=[CH:21][C:19]([NH2:20])=[C:18]([CH3:23])[C:17]=1[CH3:24].ClC(Cl)(O[C:29](=O)[O:30][C:31](Cl)(Cl)Cl)Cl.[F:37][C:38]1C=CC=[C:40](OC)[C:39]=1N.C[OH:48].C([N:51]([CH2:54]C)[CH2:52][CH3:53])C. Product: [CH3:1][O:2][C:3]1[CH:4]=[C:5]2[C:10](=[CH:11][C:12]=1[O:13][CH3:14])[N:9]=[CH:8][CH:7]=[C:6]2[O:15][C:16]1[CH:22]=[CH:21][C:19]([NH:20][C:54]([NH:51][C:52]2[CH:53]=[CH:40][CH:39]=[C:38]([F:37])[C:29]=2[O:30][CH3:31])=[O:48])=[C:18]([CH3:23])[C:17]=1[CH3:24]. The catalyst class is: 452. (2) Reactant: [CH2:1]([Li])CCC.[CH2:6]([O:13][C:14]1[CH:15]=[CH:16][C:17]([OH:22])=[C:18]([CH:21]=1)[CH:19]=O)[C:7]1[CH:12]=[CH:11][CH:10]=[CH:9][CH:8]=1.ClCCl. Product: [CH2:6]([O:13][C:14]1[CH:15]=[CH:16][C:17]([OH:22])=[C:18]([CH:19]=[CH2:1])[CH:21]=1)[C:7]1[CH:12]=[CH:11][CH:10]=[CH:9][CH:8]=1. The catalyst class is: 307. (3) Reactant: C([O:3][C:4]([C:6]1([S:21]([C:24]2[CH:29]=[CH:28][C:27]([O:30][CH3:31])=[CH:26][CH:25]=2)(=[O:23])=[O:22])[CH2:11][CH2:10][N:9]([CH2:12][C:13]2[CH:18]=[CH:17][CH:16]=[C:15]([O:19][CH3:20])[CH:14]=2)[CH2:8][CH2:7]1)=[O:5])C.[CH2:32]1[CH2:36]OC[CH2:33]1.CO. Product: [CH2:31]([O:30][C:27]1[CH:26]=[CH:25][C:24]([S:21]([C:6]2([C:4]([OH:3])=[O:5])[CH2:11][CH2:10][N:9]([CH2:12][C:13]3[CH:18]=[CH:17][CH:16]=[C:15]([O:19][CH3:20])[CH:14]=3)[CH2:8][CH2:7]2)(=[O:22])=[O:23])=[CH:29][CH:28]=1)[CH2:33][CH2:32][CH3:36]. The catalyst class is: 74. (4) Reactant: [CH3:1][O:2][C:3]1[C:4]2[CH2:5][C:6]3[CH2:10][N:9]([C@@H:11]([CH2:15][CH:16]4[CH2:21][CH2:20][CH2:19][CH2:18][CH2:17]4)[C:12](O)=[O:13])[C:8](=[O:22])[C:7]=3[O:23][C:24]=2[CH:25]=[CH:26][CH:27]=1.C(Cl)(=O)C(Cl)=O.[NH2:34][C:35]1[CH:40]=[CH:39][CH:38]=[CH:37][N:36]=1. Product: [CH:16]1([CH2:15][C@H:11]([N:9]2[CH2:10][C:6]3[CH2:5][C:4]4[C:3]([O:2][CH3:1])=[CH:27][CH:26]=[CH:25][C:24]=4[O:23][C:7]=3[C:8]2=[O:22])[C:12]([NH:34][C:35]2[CH:40]=[CH:39][CH:38]=[CH:37][N:36]=2)=[O:13])[CH2:17][CH2:18][CH2:19][CH2:20][CH2:21]1. The catalyst class is: 34. (5) Reactant: [O-]S(S([O-])=O)=O.[Na+].[Na+].[C:9]([C:11]1[CH:12]=[C:13]([N:20]([C:25]2[C:44]([CH:45]3[CH2:47][CH2:46]3)=[CH:43][C:28]3[C:29]([C:39]([NH:41][CH3:42])=[O:40])=[C:30]([C:32]4[CH:37]=[CH:36][C:35]([F:38])=[CH:34][CH:33]=4)[O:31][C:27]=3[CH:26]=2)[S:21]([CH3:24])(=[O:23])=[O:22])[CH:14]=[CH:15][C:16]=1[N+:17]([O-])=O)#[N:10]. Product: [NH2:17][C:16]1[CH:15]=[CH:14][C:13]([N:20]([C:25]2[C:44]([CH:45]3[CH2:47][CH2:46]3)=[CH:43][C:28]3[C:29]([C:39]([NH:41][CH3:42])=[O:40])=[C:30]([C:32]4[CH:33]=[CH:34][C:35]([F:38])=[CH:36][CH:37]=4)[O:31][C:27]=3[CH:26]=2)[S:21]([CH3:24])(=[O:23])=[O:22])=[CH:12][C:11]=1[C:9]#[N:10]. The catalyst class is: 90. (6) Reactant: [Cl:1][C:2]1[CH:28]=[CH:27][CH:26]=[C:25]([Cl:29])[C:3]=1[C:4]([NH:6][C:7]1[CH:12]=[CH:11][C:10]([S:13](=[O:24])(=[O:23])[NH:14][C:15]2[N:20]=[C:19]([CH3:21])[CH:18]=[C:17]([CH3:22])[N:16]=2)=[CH:9][CH:8]=1)=[O:5].[H-].[Al+3].[Li+].[H-].[H-].[H-]. Product: [Cl:29][C:25]1[CH:26]=[CH:27][CH:28]=[C:2]([Cl:1])[C:3]=1[CH:4]([NH:6][C:7]1[CH:12]=[CH:11][C:10]([S:13]([NH:14][C:15]2[N:16]=[C:17]([CH3:22])[CH:18]=[C:19]([CH3:21])[N:20]=2)(=[O:23])=[O:24])=[CH:9][CH:8]=1)[OH:5]. The catalyst class is: 7. (7) Reactant: [CH3:1][Mg]Br.COC(=O)[C:7]1[CH:12]=[C:11]([Br:13])[CH:10]=CC=1OC.[CH2:17]([O:19][CH2:20][CH3:21])C.[Cl-].[NH4+].[O:24]1[CH2:28][CH2:27]CC1. The catalyst class is: 13. Product: [Br:13][C:11]1[CH:12]=[CH:7][C:20]([O:19][CH3:17])=[C:21]([C:28]([CH3:27])([OH:24])[CH3:1])[CH:10]=1.